Dataset: Reaction yield outcomes from USPTO patents with 853,638 reactions. Task: Predict the reaction yield, written as a fraction of the theoretical maximum amount of product (1.0 means a 100% yield; for example, 0.34 means a 34% yield). (1) The reactants are C([N-:4][CH:5](C)C)(C)C.[Li+].C([Li])CCC.C([NH:17]C(C)C)(C)C.[C:21]([O:26]CC)(=O)[CH:22]([CH3:24])[CH3:23].[Br:29][C:30]1[CH:31]=[CH:32][C:33]([N:36]2[C:40]([C:41]([F:44])([F:43])[F:42])=[CH:39][C:38]([C:45](Cl)=O)=[N:37]2)=[N:34][CH:35]=1. The catalyst is C1COCC1. The product is [Br:29][C:30]1[CH:31]=[CH:32][C:33]([N:36]2[C:40]([C:41]([F:44])([F:43])[F:42])=[CH:39][C:38]([C:45]3[C:22]([CH3:23])([CH3:24])[C:21](=[O:26])[N:4]([CH3:5])[N:17]=3)=[N:37]2)=[N:34][CH:35]=1. The yield is 0.350. (2) The reactants are C1C=CC(P(C2C=CC=CC=2)C2C=CC=CC=2)=CC=1.[Cl:20][C:21]1[CH:22]=[CH:23][C:24]([OH:27])=[N:25][CH:26]=1.C1C=CC(COC(/N=N/C(OCC2C=CC=CC=2)=O)=O)=CC=1.[CH2:50]([N:57]1[CH2:61][C@H:60]([C:62]2[CH:67]=[CH:66][C:65]([Cl:68])=[CH:64][CH:63]=2)[C@@H:59]([C@H:69](O)[CH3:70])[CH2:58]1)[C:51]1[CH:56]=[CH:55][CH:54]=[CH:53][CH:52]=1. The catalyst is C1COCC1. The product is [CH2:50]([N:57]1[CH2:61][C@H:60]([C:62]2[CH:63]=[CH:64][C:65]([Cl:68])=[CH:66][CH:67]=2)[C@@H:59]([C@@H:69]([O:27][C:24]2[CH:23]=[CH:22][C:21]([Cl:20])=[CH:26][N:25]=2)[CH3:70])[CH2:58]1)[C:51]1[CH:52]=[CH:53][CH:54]=[CH:55][CH:56]=1. The yield is 0.650. (3) The reactants are [Cl:1][C:2]1[CH:3]=[CH:4][C:5]([OH:11])=[C:6]([CH:10]=1)[C:7]([OH:9])=O.[Cl:12][C:13]1[CH:19]=[C:18]([O:20][CH3:21])[CH:17]=[CH:16][C:14]=1[NH2:15]. No catalyst specified. The product is [Cl:1][C:2]1[CH:3]=[CH:4][C:5]([OH:11])=[C:6]([CH:10]=1)[C:7]([NH:15][C:14]1[CH:16]=[CH:17][C:18]([O:20][CH3:21])=[CH:19][C:13]=1[Cl:12])=[O:9]. The yield is 0.260.